Dataset: Full USPTO retrosynthesis dataset with 1.9M reactions from patents (1976-2016). Task: Predict the reactants needed to synthesize the given product. (1) The reactants are: [CH3:1][Mg+].[Br-].[F:4][C:5]1[CH:10]=[C:9]([I:11])[CH:8]=[CH:7][C:6]=1[N:12]1[CH:17]=[C:16]([O:18][CH3:19])[C:15](=[O:20])[C:14]([C:21](N(OC)C)=[O:22])=[N:13]1. Given the product [C:21]([C:14]1[C:15](=[O:20])[C:16]([O:18][CH3:19])=[CH:17][N:12]([C:6]2[CH:7]=[CH:8][C:9]([I:11])=[CH:10][C:5]=2[F:4])[N:13]=1)(=[O:22])[CH3:1], predict the reactants needed to synthesize it. (2) Given the product [CH3:31][N:32]1[CH:36]=[C:35]([S:37]([NH:29][C:25]2[CH:24]=[C:23]([C:20]3[CH:19]=[CH:18][C:17]([C:15]([NH:14][C@@H:7]([CH2:8][OH:9])[C:6]([OH:5])=[O:30])=[O:16])=[CH:22][CH:21]=3)[CH:28]=[CH:27][CH:26]=2)(=[O:39])=[O:38])[N:34]=[C:33]1[CH3:41], predict the reactants needed to synthesize it. The reactants are: C([O:5][C:6](=[O:30])[C@@H:7]([NH:14][C:15]([C:17]1[CH:22]=[CH:21][C:20]([C:23]2[CH:28]=[CH:27][CH:26]=[C:25]([NH2:29])[CH:24]=2)=[CH:19][CH:18]=1)=[O:16])[CH2:8][O:9]C(C)(C)C)(C)(C)C.[CH3:31][N:32]1[CH:36]=[C:35]([S:37](Cl)(=[O:39])=[O:38])[N:34]=[C:33]1[CH3:41]. (3) Given the product [C:1]1([C:11]([O:13][CH3:19])=[O:12])[C:10]2[C:5](=[CH:6][CH:7]=[CH:8][CH:9]=2)[CH:4]=[CH:3][N:2]=1, predict the reactants needed to synthesize it. The reactants are: [C:1]1([C:11]([OH:13])=[O:12])[C:10]2[C:5](=[CH:6][CH:7]=[CH:8][CH:9]=2)[CH:4]=[CH:3][N:2]=1.S(=O)(=O)(O)O.[CH3:19]O. (4) The reactants are: [F:1][C:2]1[C:3]([OH:13])=[CH:4][CH:5]=[C:6]2[C:11]=1[N:10]=[C:9]([CH3:12])[CH:8]=[CH:7]2.[CH3:14][O:15][CH2:16][C@@H:17](O)[CH3:18]. Given the product [F:1][C:2]1[C:3]([O:13][C@H:17]([CH3:18])[CH2:16][O:15][CH3:14])=[CH:4][CH:5]=[C:6]2[C:11]=1[N:10]=[C:9]([CH3:12])[CH:8]=[CH:7]2, predict the reactants needed to synthesize it. (5) Given the product [C:33]([C:2]1[CH:3]=[CH:4][C:5]([O:24][C:25]2[CH:30]=[C:29]([CH3:31])[CH:28]=[C:27]([CH3:32])[CH:26]=2)=[C:6]([S:8]([N:11]2[CH2:16][CH2:15][N:14]([C:17]([O:19][C:20]([CH3:22])([CH3:21])[CH3:23])=[O:18])[CH2:13][CH2:12]2)(=[O:10])=[O:9])[CH:7]=1)#[N:34], predict the reactants needed to synthesize it. The reactants are: Br[C:2]1[CH:3]=[CH:4][C:5]([O:24][C:25]2[CH:30]=[C:29]([CH3:31])[CH:28]=[C:27]([CH3:32])[CH:26]=2)=[C:6]([S:8]([N:11]2[CH2:16][CH2:15][N:14]([C:17]([O:19][C:20]([CH3:23])([CH3:22])[CH3:21])=[O:18])[CH2:13][CH2:12]2)(=[O:10])=[O:9])[CH:7]=1.[C:33]([Cu])#[N:34]. (6) The reactants are: Cl.Cl.[Cl:3][C:4]1[CH:9]=[CH:8][C:7]([N:10]2[CH2:15][CH2:14][NH:13][CH2:12][CH2:11]2)=[CH:6][C:5]=1[O:16][CH2:17][CH3:18].[NH:19]1[CH:23]=[CH:22][N:21]=[C:20]1[C:24]1[C:32]2[C:27](=[N:28][CH:29]=[CH:30][CH:31]=2)[N:26]([CH2:33][C:34](O)=[O:35])[N:25]=1. Given the product [Cl:3][C:4]1[CH:9]=[CH:8][C:7]([N:10]2[CH2:11][CH2:12][N:13]([C:34](=[O:35])[CH2:33][N:26]3[C:27]4=[N:28][CH:29]=[CH:30][CH:31]=[C:32]4[C:24]([C:20]4[NH:19][CH:23]=[CH:22][N:21]=4)=[N:25]3)[CH2:14][CH2:15]2)=[CH:6][C:5]=1[O:16][CH2:17][CH3:18], predict the reactants needed to synthesize it.